Task: Predict which catalyst facilitates the given reaction.. Dataset: Catalyst prediction with 721,799 reactions and 888 catalyst types from USPTO (1) Reactant: Br[C:2]1[C:3]([NH:14][C:15]2[C:24]3[C:19](=[CH:20][C:21]([F:26])=[CH:22][C:23]=3[F:25])[N:18]=[C:17]([C:27]3[CH:32]=[CH:31][CH:30]=[CH:29][N:28]=3)[C:16]=2[CH3:33])=[CH:4][C:5]([N:8]2[CH2:13][CH2:12][O:11][CH2:10][CH2:9]2)=[N:6][CH:7]=1.[S:34]1[CH2:39][CH:38]=[C:37](B2OC(C)(C)C(C)(C)O2)[CH2:36][CH2:35]1.C1(P(C2CCCCC2)C2CCCCC2)CCCCC1.[O-]P([O-])([O-])=O.[K+].[K+].[K+]. Product: [S:34]1[CH2:35][CH:36]=[C:37]([C:2]2[C:3]([NH:14][C:15]3[C:24]4[C:19](=[CH:20][C:21]([F:26])=[CH:22][C:23]=4[F:25])[N:18]=[C:17]([C:27]4[CH:32]=[CH:31][CH:30]=[CH:29][N:28]=4)[C:16]=3[CH3:33])=[CH:4][C:5]([N:8]3[CH2:13][CH2:12][O:11][CH2:10][CH2:9]3)=[N:6][CH:7]=2)[CH2:38][CH2:39]1. The catalyst class is: 552. (2) Reactant: [SH:1][C:2]1[CH:35]=[CH:34][CH:33]=[CH:32][C:3]=1[C:4]([NH:6][C@@H:7]1[C:18]2[C:12](=[CH:13][CH:14]=[C:15]([S:20][CH3:21])[C:16](=[O:19])[CH:17]=2)[C:11]2[C:22]([O:30][CH3:31])=[C:23]([O:28][CH3:29])[C:24]([O:26][CH3:27])=[CH:25][C:10]=2[CH2:9][CH2:8]1)=[O:5].Cl.[N:37]([O-])=[O:38].[Na+].C(=O)([O-])O.[Na+]. Product: [N:37]([S:1][C:2]1[CH:35]=[CH:34][CH:33]=[CH:32][C:3]=1[C:4]([NH:6][C@@H:7]1[C:18]2[C:12](=[CH:13][CH:14]=[C:15]([S:20][CH3:21])[C:16](=[O:19])[CH:17]=2)[C:11]2[C:22]([O:30][CH3:31])=[C:23]([O:28][CH3:29])[C:24]([O:26][CH3:27])=[CH:25][C:10]=2[CH2:9][CH2:8]1)=[O:5])=[O:38]. The catalyst class is: 24. (3) Reactant: [Br:1][C:2]1[CH:8]=[CH:7][C:5]([NH2:6])=[C:4]([F:9])[CH:3]=1.[OH:10][C:11]1[CH:18]=[CH:17][CH:16]=[C:15]([CH3:19])[C:12]=1[CH:13]=O.C(N(CC)CC)C. Product: [Br:1][C:2]1[CH:8]=[CH:7][C:5]([N:6]=[CH:13][C:12]2[C:15]([CH3:19])=[CH:16][CH:17]=[CH:18][C:11]=2[OH:10])=[C:4]([F:9])[CH:3]=1. The catalyst class is: 626.